This data is from Forward reaction prediction with 1.9M reactions from USPTO patents (1976-2016). The task is: Predict the product of the given reaction. (1) Given the reactants CC1C=CC=C(C)C=1C(NC1C=CC=CC=1C)=O.CN(P(N(C)C)(N(C)C)=O)C.C([Li])CCC.C(OC(N[C@@H](C)C(OC)=O)=O)(C)(C)C.[C:49]([O:53][C:54](=[O:77])[NH:55][CH:56]([C:58](=[O:76])[CH2:59][C:60]1[CH:65]=[CH:64][CH:63]=[C:62]([CH3:66])[C:61]=1[C:67](=[O:75])[NH:68][C:69]1[CH:74]=[CH:73][CH:72]=[CH:71][CH:70]=1)[CH3:57])([CH3:52])([CH3:51])[CH3:50], predict the reaction product. The product is: [NH2:55][C@H:56]([C:58]1[N:68]([C:69]2[CH:74]=[CH:73][CH:72]=[CH:71][CH:70]=2)[C:67](=[O:75])[C:61]2[C:60]([CH:59]=1)=[CH:65][CH:64]=[CH:63][C:62]=2[CH3:66])[CH3:57].[C:49]([O:53][C:54](=[O:77])[NH:55][CH:56]([C:58](=[O:76])[CH2:59][C:60]1[CH:65]=[CH:64][CH:63]=[C:62]([CH3:66])[C:61]=1[C:67](=[O:75])[NH:68][C:69]1[CH:74]=[CH:73][CH:72]=[CH:71][CH:70]=1)[CH3:57])([CH3:50])([CH3:51])[CH3:52]. (2) The product is: [N+:9]([C:7]1[CH:8]=[CH:2][C:3]([NH2:4])=[CH:5][CH:6]=1)([O-:11])=[O:10]. Given the reactants I[C:2]1[CH:8]=[C:7]([N+:9]([O-:11])=[O:10])[CH:6]=[CH:5][C:3]=1[NH2:4].C(NCC)C.CN(C)C=O, predict the reaction product. (3) Given the reactants [CH2:1]([O:3][C:4](=[O:29])[C:5]1[CH:10]=[C:9]([Cl:11])[CH:8]=[C:7]([CH2:12]Br)[C:6]=1[N:14]([C:22]([O:24][C:25]([CH3:28])([CH3:27])[CH3:26])=[O:23])[C:15]([O:17][C:18]([CH3:21])([CH3:20])[CH3:19])=[O:16])[CH3:2].[C:30]([O:34][C:35]([N:37]1[CH2:42][CH2:41][N:40](CC2C=C(N(C(OC(C)(C)C)=O)C(OC(C)(C)C)=O)C(C(OCC)=O)=CC=2Cl)[CH2:39][CH2:38]1)=[O:36])([CH3:33])([CH3:32])[CH3:31], predict the reaction product. The product is: [C:30]([O:34][C:35]([N:37]1[CH2:42][CH2:41][N:40]([CH2:12][C:7]2[CH:8]=[C:9]([Cl:11])[CH:10]=[C:5]([C:4]([O:3][CH2:1][CH3:2])=[O:29])[C:6]=2[N:14]([C:15]([O:17][C:18]([CH3:21])([CH3:19])[CH3:20])=[O:16])[C:22]([O:24][C:25]([CH3:26])([CH3:27])[CH3:28])=[O:23])[CH2:39][CH2:38]1)=[O:36])([CH3:33])([CH3:31])[CH3:32]. (4) Given the reactants Cl[C:2]1[N:7]=[C:6]([NH:8][C:9]2[CH:14]=[CH:13][C:12]([O:15][CH2:16][C:17]#[CH:18])=[CH:11][CH:10]=2)[C:5]([F:19])=[CH:4][N:3]=1.[NH2:20][S:21]([C:24]1[CH:25]=[C:26]([CH:28]=[CH:29][C:30]=1[CH3:31])[NH2:27])(=[O:23])=[O:22].CC1C=CC([N+]([O-])=O)=CC=1S(N)(=O)=O.FC(F)(F)C(O)=O, predict the reaction product. The product is: [NH2:20][S:21]([C:24]1[CH:25]=[C:26]([NH:27][C:2]2[N:7]=[C:6]([NH:8][C:9]3[CH:14]=[CH:13][C:12]([O:15][CH2:16][C:17]#[CH:18])=[CH:11][CH:10]=3)[C:5]([F:19])=[CH:4][N:3]=2)[CH:28]=[CH:29][C:30]=1[CH3:31])(=[O:22])=[O:23]. (5) Given the reactants [F:1][C:2]1[CH:3]=[C:4]([CH:6]=[CH:7][C:8]=1[O:9][C:10]1[CH:15]=[CH:14][N:13]=[C:12]2[CH:16]=[C:17](I)[S:18][C:11]=12)[NH2:5].[C:20]([Cu])#[N:21].[C-]#N.[Na+], predict the reaction product. The product is: [NH2:5][C:4]1[CH:6]=[CH:7][C:8]([O:9][C:10]2[CH:15]=[CH:14][N:13]=[C:12]3[CH:16]=[C:17]([C:20]#[N:21])[S:18][C:11]=23)=[C:2]([F:1])[CH:3]=1. (6) Given the reactants C(OC([NH:8][CH2:9][C:10]([O:12][CH2:13][C:14]([F:41])([F:40])[CH2:15][N:16]1[C:20]([C:21]2[CH:26]=[CH:25][C:24]([F:27])=[CH:23][CH:22]=2)=[C:19]([C:28]2[CH:29]=[CH:30][C:31]3[O:36][CH2:35][C:34](=[O:37])[NH:33][C:32]=3[CH:38]=2)[C:18]([CH3:39])=[N:17]1)=[O:11])=O)(C)(C)C.[ClH:42], predict the reaction product. The product is: [ClH:42].[NH2:8][CH2:9][C:10]([O:12][CH2:13][C:14]([F:40])([F:41])[CH2:15][N:16]1[C:20]([C:21]2[CH:26]=[CH:25][C:24]([F:27])=[CH:23][CH:22]=2)=[C:19]([C:28]2[CH:29]=[CH:30][C:31]3[O:36][CH2:35][C:34](=[O:37])[NH:33][C:32]=3[CH:38]=2)[C:18]([CH3:39])=[N:17]1)=[O:11]. (7) Given the reactants CN(C)C(=O)[S:4][C:5]1[CH:10]=[CH:9][C:8](/[CH:11]=[CH:12]/[C:13]2[CH:18]=[C:17]([O:19][CH3:20])[CH:16]=[C:15]([O:21][CH3:22])[CH:14]=2)=[CH:7][CH:6]=1.[H-].[H-].[H-].[H-].[Li+].[Al+3].O, predict the reaction product. The product is: [CH3:20][O:19][C:17]1[CH:18]=[C:13]([CH:14]=[C:15]([O:21][CH3:22])[CH:16]=1)/[CH:12]=[CH:11]/[C:8]1[CH:7]=[CH:6][C:5]([SH:4])=[CH:10][CH:9]=1. (8) Given the reactants [Cl:1][C:2]1[CH:18]=[C:17]([F:19])[C:16]([F:20])=[CH:15][C:3]=1[C:4]([NH:6][C:7]1[NH:11][N:10]=[C:9]([C:12]([OH:14])=O)[CH:8]=1)=[O:5].[CH3:21][NH:22][CH2:23][C:24]1[CH:29]=[CH:28][CH:27]=[CH:26][CH:25]=1.O.ON1C2C=CC=CC=2N=N1.CCN=C=NCCCN(C)C.Cl.C(=O)([O-])[O-].[Na+].[Na+], predict the reaction product. The product is: [CH2:23]([N:22]([CH3:21])[C:12]([C:9]1[CH:8]=[C:7]([NH:6][C:4](=[O:5])[C:3]2[CH:15]=[C:16]([F:20])[C:17]([F:19])=[CH:18][C:2]=2[Cl:1])[NH:11][N:10]=1)=[O:14])[C:24]1[CH:29]=[CH:28][CH:27]=[CH:26][CH:25]=1. (9) Given the reactants [CH3:1][CH2:2][CH2:3][C:4]1[C:5]2[N:14]=[C:13]([C:15]3[CH:16]=[C:17]([S:24]([N:27]4[CH2:32][CH2:31][N:30]([CH3:33])[CH2:29][CH2:28]4)(=[O:26])=[O:25])[CH:18]=[CH:19][C:20]=3[O:21][CH2:22][CH3:23])[NH:12][C:10](=[O:11])[C:6]=2[N:7]([CH3:9])[N:8]=1.C(C(O)(C(O)=O)CC(O)=O)C(O)=O, predict the reaction product. The product is: [CH3:1][CH2:2][CH2:3][C:4]1[C:5]2[N:14]=[C:13]([C:15]3[CH:16]=[C:17]([S:24]([N:27]4[CH2:32][CH2:31][N:30]([CH3:33])[CH2:29][CH2:28]4)(=[O:25])=[O:26])[CH:18]=[CH:19][C:20]=3[O:21][CH2:22][CH3:23])[NH:12][C:10](=[O:11])[C:6]=2[N:7]([CH3:9])[N:8]=1.